This data is from Full USPTO retrosynthesis dataset with 1.9M reactions from patents (1976-2016). The task is: Predict the reactants needed to synthesize the given product. (1) Given the product [CH3:1][N:2]1[CH2:7][CH2:6][N:5]([S:46]([C:42]2[CH:41]=[C:40]([C:36]3[CH:35]=[C:34]([C:20]4[N:19]=[C:18]([C:17]([F:16])([F:50])[F:51])[CH:23]=[C:22]([C:24]5[CH:29]=[CH:28][C:27]([C:30]([F:33])([F:31])[F:32])=[CH:26][CH:25]=5)[N:21]=4)[CH:39]=[CH:38][N:37]=3)[CH:45]=[CH:44][CH:43]=2)(=[O:47])=[O:48])[CH2:4][CH2:3]1, predict the reactants needed to synthesize it. The reactants are: [CH3:1][N:2]1[CH2:7][CH2:6][NH:5][CH2:4][CH2:3]1.C(N(CC)CC)C.Cl.[F:16][C:17]([F:51])([F:50])[C:18]1[CH:23]=[C:22]([C:24]2[CH:29]=[CH:28][C:27]([C:30]([F:33])([F:32])[F:31])=[CH:26][CH:25]=2)[N:21]=[C:20]([C:34]2[CH:39]=[CH:38][N:37]=[C:36]([C:40]3[CH:41]=[C:42]([S:46](Cl)(=[O:48])=[O:47])[CH:43]=[CH:44][CH:45]=3)[CH:35]=2)[N:19]=1. (2) Given the product [CH3:1][O:2][C:3]([N:5]1[C@H:13]2[C@H:8]([C@:9]([O:23][C:34](=[O:35])[CH2:33][CH2:32][NH:31][C:29]([O:28][C:24]([CH3:26])([CH3:25])[CH3:27])=[O:30])([C:14]#[C:15][C:16]3[CH:17]=[C:18]([CH3:22])[CH:19]=[CH:20][CH:21]=3)[CH2:10][CH2:11][CH2:12]2)[CH2:7][CH2:6]1)=[O:4], predict the reactants needed to synthesize it. The reactants are: [CH3:1][O:2][C:3]([N:5]1[C@@H:13]2[C@@H:8]([C@@:9]([OH:23])([C:14]#[C:15][C:16]3[CH:17]=[C:18]([CH3:22])[CH:19]=[CH:20][CH:21]=3)[CH2:10][CH2:11][CH2:12]2)[CH2:7][CH2:6]1)=[O:4].[C:24]([O:28][C:29]([NH:31][CH2:32][CH2:33][C:34](O)=[O:35])=[O:30])([CH3:27])([CH3:26])[CH3:25]. (3) Given the product [NH2:9][C:3]1[N:4]=[CH:5][N:6]=[C:7]([NH:10][CH2:11][CH:12]2[CH2:13][CH2:14][N:15]([C:18]([C:41]3[CH2:45][CH2:44][CH2:43][CH:42]=3)=[O:20])[CH2:16][CH2:17]2)[C:2]=1[C:29]1[CH:30]=[CH:31][C:26]([O:25][C:32]2[CH:37]=[CH:36][CH:35]=[CH:34][CH:33]=2)=[CH:27][CH:28]=1, predict the reactants needed to synthesize it. The reactants are: Cl[C:2]1[C:3]([NH2:9])=[N:4][CH:5]=[N:6][C:7]=1Cl.[NH2:10][CH2:11][CH:12]1[CH2:17][CH2:16][N:15]([C:18]([O:20]C(C)(C)C)=O)[CH2:14][CH2:13]1.[O:25]([C:32]1[CH:37]=[CH:36][C:35](B(O)O)=[CH:34][CH:33]=1)[C:26]1[CH:31]=[CH:30][CH:29]=[CH:28][CH:27]=1.[C:41]1(C(O)=O)[CH2:45][CH2:44][CH2:43][CH:42]=1. (4) The reactants are: [O:1]1[C:10]2[CH:9]=[C:8]([CH2:11][NH:12][CH:13]3[CH2:18][CH2:17][N:16]([CH2:19][CH2:20][N:21]4[C:30]5[C:25](=[N:26][CH:27]=[C:28]([O:31][CH3:32])[CH:29]=5)[CH:24]=[CH:23][C:22]4=[O:33])[CH2:15][CH2:14]3)[N:7]=[CH:6][C:5]=2[O:4][CH2:3][CH2:2]1.[C:34]([O:37]Br)(=[O:36])[CH3:35].C(=O)([O-])[O-].[K+].[K+].[C:45](#N)[CH3:46]. Given the product [O:1]1[C:10]2[CH:9]=[C:8]([CH2:11][N:12]([CH2:35][C:34]([O:37][CH2:45][CH3:46])=[O:36])[CH:13]3[CH2:18][CH2:17][N:16]([CH2:19][CH2:20][N:21]4[C:30]5[C:25](=[N:26][CH:27]=[C:28]([O:31][CH3:32])[CH:29]=5)[CH:24]=[CH:23][C:22]4=[O:33])[CH2:15][CH2:14]3)[N:7]=[CH:6][C:5]=2[O:4][CH2:3][CH2:2]1, predict the reactants needed to synthesize it. (5) Given the product [CH3:17][C:16]1[CH:15]=[C:14]([CH3:18])[NH:13][C:12](=[O:19])[C:11]=1[CH2:10][NH:9][C:7]([C:6]1[CH:20]=[C:2]([C:36]2[CH:37]=[CH:38][C:33]([CH:31]=[O:32])=[CH:34][CH:35]=2)[CH:3]=[C:4]([N:22]([CH2:29][CH3:30])[CH:23]2[CH2:28][CH2:27][O:26][CH2:25][CH2:24]2)[C:5]=1[CH3:21])=[O:8], predict the reactants needed to synthesize it. The reactants are: Br[C:2]1[CH:3]=[C:4]([N:22]([CH2:29][CH3:30])[CH:23]2[CH2:28][CH2:27][O:26][CH2:25][CH2:24]2)[C:5]([CH3:21])=[C:6]([CH:20]=1)[C:7]([NH:9][CH2:10][C:11]1[C:12](=[O:19])[NH:13][C:14]([CH3:18])=[CH:15][C:16]=1[CH3:17])=[O:8].[CH:31]([C:33]1[CH:38]=[CH:37][C:36](B(O)O)=[CH:35][CH:34]=1)=[O:32].C([O-])([O-])=O.[Na+].[Na+].